Dataset: Catalyst prediction with 721,799 reactions and 888 catalyst types from USPTO. Task: Predict which catalyst facilitates the given reaction. Reactant: Cl.O1[CH2:7][CH2:6][O:5][CH2:4]C1.COC1C=CC(C[O:15][C:16]2[N:21]=[C:20]([C:22]3[CH:35]=[CH:34][CH:33]=[C:32]4[C:23]=3[O:24][C:25]3[CH:26]=[CH:27][C:28]([NH:36]C(=O)OC(C)(C)C)=[CH:29][C:30]=3[CH2:31]4)[CH:19]=[C:18]([N:44]3[CH2:49]CO[CH2:46][CH2:45]3)[CH:17]=2)=CC=1.[C:52](=[O:55])([O-])O.[Na+]. Product: [CH3:4][O:5][C:6]1[CH:7]=[CH:23][C:22]([CH2:35][NH:36][C:28]2[CH:29]=[C:30]3[C:25]([O:24][C:23]4[C:22]([C:20]5[NH:21][C:16](=[O:15])[CH:17]=[C:18]([N:44]6[CH2:49][CH2:52][O:55][CH2:46][CH2:45]6)[CH:19]=5)=[CH:35][CH:34]=[CH:33][C:32]=4[CH2:31]3)=[CH:26][CH:27]=2)=[CH:20][CH:19]=1. The catalyst class is: 5.